Dataset: Full USPTO retrosynthesis dataset with 1.9M reactions from patents (1976-2016). Task: Predict the reactants needed to synthesize the given product. (1) Given the product [NH:6]1[C:7]2[CH:12]=[C:11]([C:13]([O:15][CH3:16])=[O:14])[CH:10]=[CH:9][C:8]=2[CH2:17][S:18]1(=[O:21])=[O:19], predict the reactants needed to synthesize it. The reactants are: O=P(Cl)(Cl)Cl.[NH2:6][C:7]1[CH:12]=[C:11]([C:13]([O:15][CH3:16])=[O:14])[CH:10]=[CH:9][C:8]=1[CH2:17][S:18]([O-:21])(=O)=[O:19].[Na+]. (2) Given the product [CH:19]([O:22][C:23]1[CH:29]=[CH:16][C:15]([NH:14][S:11]([C:8]2[CH:9]=[CH:10][C:4]3[S:3][C:2]([CH3:1])=[N:6][C:5]=3[CH:7]=2)(=[O:13])=[O:12])=[CH:25][CH:24]=1)([CH3:21])[CH3:20], predict the reactants needed to synthesize it. The reactants are: [CH3:1][C:2]1[S:3][C:4]2[CH:10]=[CH:9][C:8]([S:11]([NH:14][C:15](=O)[CH3:16])(=[O:13])=[O:12])=[CH:7][C:5]=2[N:6]=1.[Cl-].[CH:19]([O:22][C:23]1[CH:29]=CC(N)=[CH:25][CH:24]=1)([CH3:21])[CH3:20].CCN(C(C)C)C(C)C. (3) Given the product [CH2:8]([C:12]1[N:13]([CH2:21][C:22]2[CH:23]=[CH:24][C:25]([C:28]3[CH:33]=[CH:32][CH:31]=[CH:30][C:29]=3[C:34]3[N:38]([C:39]([C:46]4[CH:47]=[CH:48][CH:49]=[CH:50][CH:51]=4)([C:40]4[CH:41]=[CH:42][CH:43]=[CH:44][CH:45]=4)[C:52]4[CH:57]=[CH:56][CH:55]=[CH:54][CH:53]=4)[N:37]=[N:36][N:35]=3)=[CH:26][CH:27]=2)[C:14]([C:18]([O:20][CH2:2][C:3]([O:5][CH2:6][CH3:7])=[O:4])=[O:19])=[C:15]([Cl:17])[N:16]=1)[CH2:9][CH2:10][CH3:11], predict the reactants needed to synthesize it. The reactants are: Br[CH2:2][C:3]([O:5][CH2:6][CH3:7])=[O:4].[CH2:8]([C:12]1[N:13]([CH2:21][C:22]2[CH:27]=[CH:26][C:25]([C:28]3[CH:33]=[CH:32][CH:31]=[CH:30][C:29]=3[C:34]3[N:38]([C:39]([C:52]4[CH:57]=[CH:56][CH:55]=[CH:54][CH:53]=4)([C:46]4[CH:51]=[CH:50][CH:49]=[CH:48][CH:47]=4)[C:40]4[CH:45]=[CH:44][CH:43]=[CH:42][CH:41]=4)[N:37]=[N:36][N:35]=3)=[CH:24][CH:23]=2)[C:14]([C:18]([OH:20])=[O:19])=[C:15]([Cl:17])[N:16]=1)[CH2:9][CH2:10][CH3:11].C(=O)([O-])[O-].[K+].[K+].O. (4) Given the product [CH3:1][N:2]1[CH2:3][CH:4]=[C:5]([C:8]2[C:16]3[C:11](=[CH:12][CH:13]=[C:14]([NH2:17])[CH:15]=3)[N:10]([S:20]([C:23]3[CH:28]=[CH:27][CH:26]=[CH:25][CH:24]=3)(=[O:21])=[O:22])[CH:9]=2)[CH2:6][CH2:7]1, predict the reactants needed to synthesize it. The reactants are: [CH3:1][N:2]1[CH2:7][CH:6]=[C:5]([C:8]2[C:16]3[C:11](=[CH:12][CH:13]=[C:14]([N+:17]([O-])=O)[CH:15]=3)[N:10]([S:20]([C:23]3[CH:28]=[CH:27][CH:26]=[CH:25][CH:24]=3)(=[O:22])=[O:21])[CH:9]=2)[CH2:4][CH2:3]1.C(O)(=O)C. (5) Given the product [Br:1][C:2]1[S:3][CH:4]=[C:5]([C:7]([N:13]2[CH2:12][CH2:11][N:10]([C:16]([O:18][C:19]([CH3:22])([CH3:21])[CH3:20])=[O:17])[CH2:15][CH2:14]2)=[O:9])[N:6]=1, predict the reactants needed to synthesize it. The reactants are: [Br:1][C:2]1[S:3][CH:4]=[C:5]([C:7]([OH:9])=O)[N:6]=1.[N:10]1([C:16]([O:18][C:19]([CH3:22])([CH3:21])[CH3:20])=[O:17])[CH2:15][CH2:14][NH:13][CH2:12][CH2:11]1.Cl.C(N=C=NCCCN(C)C)C. (6) Given the product [Cl:1][C:2]1[CH:7]=[CH:6][C:5]([Cl:8])=[CH:4][C:3]=1[S:9]([N:12]([CH2:28][CH2:29][CH3:30])[C@@H:13]1[CH2:17][CH2:16][N:15]([C:18]([O:20][C:21]([CH3:24])([CH3:23])[CH3:22])=[O:19])[CH2:14]1)(=[O:11])=[O:10], predict the reactants needed to synthesize it. The reactants are: [Cl:1][C:2]1[CH:7]=[CH:6][C:5]([Cl:8])=[CH:4][C:3]=1[S:9]([NH:12][C@@H:13]1[CH2:17][CH2:16][N:15]([C:18]([O:20][C:21]([CH3:24])([CH3:23])[CH3:22])=[O:19])[CH2:14]1)(=[O:11])=[O:10].[H-].[Na+].Br[CH2:28][CH2:29][CH3:30]. (7) Given the product [CH3:18][C:19]1([CH3:35])[C:23]([CH3:25])([CH3:24])[O:22][B:21]([C:2]2[CH:3]=[C:4]3[C:8](=[CH:9][CH:10]=2)[N:7]([C:11]([O:13][C:14]([CH3:17])([CH3:16])[CH3:15])=[O:12])[CH:6]=[CH:5]3)[O:20]1, predict the reactants needed to synthesize it. The reactants are: Cl[C:2]1[CH:3]=[C:4]2[C:8](=[CH:9][CH:10]=1)[N:7]([C:11]([O:13][C:14]([CH3:17])([CH3:16])[CH3:15])=[O:12])[CH:6]=[CH:5]2.[CH3:18][C:19]1([CH3:35])[C:23]([CH3:25])([CH3:24])[O:22][B:21]([B:21]2[O:22][C:23]([CH3:25])([CH3:24])[C:19]([CH3:35])([CH3:18])[O:20]2)[O:20]1.C(O[K])(C)=O.